Task: Regression. Given two drug SMILES strings and cell line genomic features, predict the synergy score measuring deviation from expected non-interaction effect.. Dataset: NCI-60 drug combinations with 297,098 pairs across 59 cell lines (1) Drug 1: CC12CCC(CC1=CCC3C2CCC4(C3CC=C4C5=CN=CC=C5)C)O. Drug 2: CCC1(CC2CC(C3=C(CCN(C2)C1)C4=CC=CC=C4N3)(C5=C(C=C6C(=C5)C78CCN9C7C(C=CC9)(C(C(C8N6C=O)(C(=O)OC)O)OC(=O)C)CC)OC)C(=O)OC)O.OS(=O)(=O)O. Cell line: SK-MEL-2. Synergy scores: CSS=43.4, Synergy_ZIP=7.43, Synergy_Bliss=8.12, Synergy_Loewe=-44.1, Synergy_HSA=6.16. (2) Drug 1: C1=CC=C(C(=C1)C(C2=CC=C(C=C2)Cl)C(Cl)Cl)Cl. Drug 2: C1=CN(C=N1)CC(O)(P(=O)(O)O)P(=O)(O)O. Cell line: MDA-MB-231. Synergy scores: CSS=0.481, Synergy_ZIP=-0.518, Synergy_Bliss=-0.417, Synergy_Loewe=-3.00, Synergy_HSA=-2.50. (3) Drug 1: C1CN1C2=NC(=NC(=N2)N3CC3)N4CC4. Drug 2: C1CCC(CC1)NC(=O)N(CCCl)N=O. Cell line: PC-3. Synergy scores: CSS=16.4, Synergy_ZIP=-3.79, Synergy_Bliss=-1.54, Synergy_Loewe=-4.17, Synergy_HSA=1.06.